Dataset: Full USPTO retrosynthesis dataset with 1.9M reactions from patents (1976-2016). Task: Predict the reactants needed to synthesize the given product. (1) Given the product [CH3:12][O:10][C:9]([C:5]1[C:4]([N+:1]([O-:3])=[O:2])=[CH:8][NH:7][N:6]=1)=[O:11], predict the reactants needed to synthesize it. The reactants are: [N+:1]([C:4]1[C:5]([C:9]([OH:11])=[O:10])=[N:6][NH:7][CH:8]=1)([O-:3])=[O:2].[C:12](Cl)(=O)C(Cl)=O.CO. (2) The reactants are: [CH2:1]([NH:5][C:6]1[C:7]([C:15]([OH:17])=O)=[CH:8][C:9]2[O:13][CH2:12][O:11][C:10]=2[CH:14]=1)[CH:2]([CH3:4])[CH3:3].[CH3:18]CN(C(C)C)C(C)C.C1C=[CH:29][C:30]2[N:35](O)N=N[C:31]=2[CH:32]=1.CCN=C=NCCCN(C)C. Given the product [CH2:1]([NH:5][C:6]1[C:7]([C:15]([NH:35][C:30]([CH3:29])([C:31]#[CH:32])[CH3:18])=[O:17])=[CH:8][C:9]2[O:13][CH2:12][O:11][C:10]=2[CH:14]=1)[CH:2]([CH3:3])[CH3:4], predict the reactants needed to synthesize it. (3) The reactants are: C1CCCCC=1.C([N:14]1[CH2:19][CH2:18][N:17]([CH:20]([CH2:23][OH:24])[CH2:21][OH:22])[CH2:16][CH2:15]1)C1C=CC=CC=1. Given the product [N:17]1([CH:20]([CH2:21][OH:22])[CH2:23][OH:24])[CH2:18][CH2:19][NH:14][CH2:15][CH2:16]1, predict the reactants needed to synthesize it. (4) The reactants are: [C:1]([O:4][CH:5]=[CH2:6])(=[O:3])[CH3:2].[C:7]([O:11][CH2:12][CH2:13][CH2:14][CH3:15])(=[O:10])[CH:8]=[CH2:9].CC(N=NC(C#N)(C)C)(C#N)C. Given the product [C:1]([O:4][CH:5]=[CH2:6])(=[O:3])[CH3:2].[C:7]([O:11][CH2:12][CH2:13][CH2:14][CH3:15])(=[O:10])[CH:8]=[CH2:9], predict the reactants needed to synthesize it. (5) The reactants are: [CH3:1][O:2][C:3](=[O:19])[C:4]1[CH:9]=[CH:8][CH:7]=[C:6]([F:10])[C:5]=1OS(C(F)(F)F)(=O)=O.[CH:20]([C:23]1[CH:28]=[CH:27][C:26](B(O)O)=[CH:25][CH:24]=1)([CH3:22])[CH3:21]. Given the product [CH3:1][O:2][C:3]([C:4]1[C:5]([C:26]2[CH:27]=[CH:28][C:23]([CH:20]([CH3:22])[CH3:21])=[CH:24][CH:25]=2)=[C:6]([F:10])[CH:7]=[CH:8][CH:9]=1)=[O:19], predict the reactants needed to synthesize it. (6) Given the product [NH2:1][C:2]1[C:7]2=[C:8]([C:18]3[CH:19]=[CH:20][C:21]([NH2:24])=[CH:22][CH:23]=3)[C:9]([CH2:11][CH2:12][C:13]([O:15][CH2:16][CH3:17])=[O:14])=[CH:10][N:6]2[N:5]=[CH:4][N:3]=1, predict the reactants needed to synthesize it. The reactants are: [NH2:1][C:2]1[C:7]2=[C:8]([C:18]3[CH:23]=[CH:22][C:21]([N+:24]([O-])=O)=[CH:20][CH:19]=3)[C:9](/[CH:11]=[CH:12]/[C:13]([O:15][CH2:16][CH3:17])=[O:14])=[CH:10][N:6]2[N:5]=[CH:4][N:3]=1. (7) The reactants are: C([Li])CCC.Br[C:7]1[CH:12]=[CH:11][CH:10]=[CH:9][C:8]=1[C:13]1[CH:18]=[C:17]([Cl:19])[CH:16]=[CH:15][C:14]=1[O:20][CH2:21][C:22]1[CH:27]=[CH:26][CH:25]=[CH:24][CH:23]=1.[B:28](OC(C)C)([O:33]C(C)C)[O:29]C(C)C.Cl. Given the product [Cl:19][C:17]1[CH:16]=[CH:15][C:14]([O:20][CH2:21][C:22]2[CH:27]=[CH:26][CH:25]=[CH:24][CH:23]=2)=[C:13]([C:8]2[CH:9]=[CH:10][CH:11]=[CH:12][C:7]=2[B:28]([OH:33])[OH:29])[CH:18]=1, predict the reactants needed to synthesize it. (8) Given the product [Cl:1][C:2]1[CH:7]2[CH2:8][CH:4]([CH2:5][CH2:6]2)[C:3]=1/[CH:9]=[CH:18]/[C:19]([O:21][CH2:22][CH3:23])=[O:20], predict the reactants needed to synthesize it. The reactants are: [Cl:1][C:2]1[CH:7]2[CH2:8][CH:4]([CH2:5][CH2:6]2)[C:3]=1[CH:9]=O.C1(P(C2C=CC=CC=2)(C2C=CC=CC=2)=[CH:18][C:19]([O:21][CH2:22][CH3:23])=[O:20])C=CC=CC=1. (9) Given the product [Cl:15][C:10]1[CH:11]=[CH:12][CH:13]=[CH:14][C:9]=1[C:4]1[CH:5]=[CH:6][CH:7]=[CH:8][C:3]=1[CH:1]=[C:20]1[S:16][C:17](=[O:22])[NH:18][C:19]1=[O:21], predict the reactants needed to synthesize it. The reactants are: [CH:1]([C:3]1[CH:8]=[CH:7][CH:6]=[CH:5][C:4]=1[C:9]1[CH:14]=[CH:13][CH:12]=[CH:11][C:10]=1[Cl:15])=O.[S:16]1[CH2:20][C:19](=[O:21])[NH:18][C:17]1=[O:22].N1CCCCC1.C(O)(=O)C1C=CC=CC=1.